From a dataset of Peptide-MHC class I binding affinity with 185,985 pairs from IEDB/IMGT. Regression. Given a peptide amino acid sequence and an MHC pseudo amino acid sequence, predict their binding affinity value. This is MHC class I binding data. The peptide sequence is IFRLMRTNF. The MHC is HLA-B07:02 with pseudo-sequence HLA-B07:02. The binding affinity (normalized) is 0.158.